This data is from HIV replication inhibition screening data with 41,000+ compounds from the AIDS Antiviral Screen. The task is: Binary Classification. Given a drug SMILES string, predict its activity (active/inactive) in a high-throughput screening assay against a specified biological target. The molecule is CC(C)(c1ccccc1)c1ccc(Oc2ccc(C#N)c(C#N)c2)cc1. The result is 0 (inactive).